From a dataset of Reaction yield outcomes from USPTO patents with 853,638 reactions. Predict the reaction yield, written as a fraction of the theoretical maximum amount of product (1.0 means a 100% yield; for example, 0.34 means a 34% yield). (1) The reactants are C([O:3][P:4]([CH2:9][CH2:10][NH:11][CH2:12][C:13]([CH3:36])=[CH:14][CH2:15][C:16]1[C:17]([O:29]CC[Si](C)(C)C)=[C:18]2[C:22](=[C:23]([CH3:27])[C:24]=1[O:25][CH3:26])[CH2:21][O:20][C:19]2=[O:28])(=[O:8])[O:5]CC)C.C[Si](Br)(C)C.N1[C:47]([CH3:48])=[CH:46][CH:45]=[CH:44][C:43]=1[CH3:49]. The catalyst is C(#N)C. The product is [CH2:49]([N:11]([CH2:12][C:13]([CH3:36])=[CH:14][CH2:15][C:16]1[C:17]([OH:29])=[C:18]2[C:22](=[C:23]([CH3:27])[C:24]=1[O:25][CH3:26])[CH2:21][O:20][C:19]2=[O:28])[CH2:10][CH2:9][P:4](=[O:8])([OH:5])[OH:3])[C:43]1[CH:48]=[CH:47][CH:46]=[CH:45][CH:44]=1. The yield is 0.930. (2) The reactants are [CH2:1]([NH:8][C:9](=[O:15])[CH2:10][C:11](=[O:14])[CH2:12]Br)[C:2]1[CH:7]=[CH:6][CH:5]=[CH:4][CH:3]=1.C([O-])=[O:17].[K+]. The catalyst is CO. The product is [CH2:1]([NH:8][C:9](=[O:15])[CH2:10][C:11](=[O:14])[CH2:12][OH:17])[C:2]1[CH:7]=[CH:6][CH:5]=[CH:4][CH:3]=1. The yield is 0.388. (3) The reactants are [Cl:1][C:2]1[CH:7]=[CH:6][CH:5]=[C:4]([F:8])[C:3]=1[C:9]1[CH:10]=[C:11]2[C:15](=[CH:16][CH:17]=1)[N:14]([S:18]([C:21]1[CH:27]=[CH:26][C:24]([CH3:25])=[CH:23][CH:22]=1)(=[O:20])=[O:19])[CH:13]=[C:12]2[C:28]1[CH:33]=[N:32][CH:31]=[C:30](Cl)[N:29]=1.[NH:35]1[CH2:40][CH2:39][CH:38]([NH:41][C:42](=[O:48])[O:43][C:44]([CH3:47])([CH3:46])[CH3:45])[CH2:37][CH2:36]1. The catalyst is CS(C)=O. The product is [Cl:1][C:2]1[CH:7]=[CH:6][CH:5]=[C:4]([F:8])[C:3]=1[C:9]1[CH:10]=[C:11]2[C:15](=[CH:16][CH:17]=1)[N:14]([S:18]([C:21]1[CH:22]=[CH:23][C:24]([CH3:25])=[CH:26][CH:27]=1)(=[O:19])=[O:20])[CH:13]=[C:12]2[C:28]1[N:29]=[C:30]([N:35]2[CH2:36][CH2:37][CH:38]([NH:41][C:42](=[O:48])[O:43][C:44]([CH3:46])([CH3:45])[CH3:47])[CH2:39][CH2:40]2)[CH:31]=[N:32][CH:33]=1. The yield is 0.705. (4) The reactants are [CH3:1][O:2][C:3]1[CH:32]=[CH:31][C:6]([C:7]([NH:9][C:10]2[C:11]([CH3:30])=[C:12]([CH3:29])[C:13]3[O:17][C:16]([CH3:19])([CH3:18])[CH:15]([C:20]4[CH:25]=[CH:24][C:23]([CH3:26])=[CH:22][CH:21]=4)[C:14]=3[C:27]=2[CH3:28])=O)=[CH:5][CH:4]=1. The yield is 0.580. The product is [CH3:1][O:2][C:3]1[CH:4]=[CH:5][C:6]([CH2:7][NH:9][C:10]2[C:11]([CH3:30])=[C:12]([CH3:29])[C:13]3[O:17][C:16]([CH3:19])([CH3:18])[CH:15]([C:20]4[CH:21]=[CH:22][C:23]([CH3:26])=[CH:24][CH:25]=4)[C:14]=3[C:27]=2[CH3:28])=[CH:31][CH:32]=1. The catalyst is C(O)C. (5) The reactants are [CH:1]([C:4]1[CH:14]=[CH:13][C:7]([O:8][CH2:9][C:10]([OH:12])=O)=[CH:6][C:5]=1[CH3:15])([CH3:3])[CH3:2].[C:16]([Cl:21])(=O)[C:17](Cl)=O.[NH2:22][C:23]1C=C[C:26](Cl)=[C:27]([CH:31]=1)[C:28]([OH:30])=[O:29].N1C=CC=CC=1. The catalyst is CN(C)C=O.ClCCl.C1COCC1. The product is [Cl:21][C:16]1[CH:17]=[CH:26][C:27]([C:28]([OH:30])=[O:29])=[CH:31][C:23]=1[NH:22][C:10](=[O:12])[CH2:9][O:8][C:7]1[CH:13]=[CH:14][C:4]([CH:1]([CH3:2])[CH3:3])=[C:5]([CH3:15])[CH:6]=1. The yield is 1.00. (6) The reactants are C[O:2][C:3]([C:5]1[N:6]=[C:7]2[C:12]([C:13]([F:16])([F:15])[F:14])=[CH:11][CH:10]=[CH:9][N:8]2[CH:17]=1)=[O:4].[OH-].[Na+]. The catalyst is C1COCC1.O. The product is [F:15][C:13]([F:14])([F:16])[C:12]1[C:7]2[N:8]([CH:17]=[C:5]([C:3]([OH:4])=[O:2])[N:6]=2)[CH:9]=[CH:10][CH:11]=1. The yield is 0.600.